From a dataset of Full USPTO retrosynthesis dataset with 1.9M reactions from patents (1976-2016). Predict the reactants needed to synthesize the given product. Given the product [S:1]1[C:5]2[CH:6]=[CH:7][CH:8]=[CH:9][C:4]=2[C:3]([CH:10]=[O:14])=[CH:2]1, predict the reactants needed to synthesize it. The reactants are: [S:1]1[C:5]2[CH:6]=[CH:7][CH:8]=[CH:9][C:4]=2[CH:3]=[CH:2]1.[CH2:10]([O:14]C(Cl)Cl)CCC.